Dataset: NCI-60 drug combinations with 297,098 pairs across 59 cell lines. Task: Regression. Given two drug SMILES strings and cell line genomic features, predict the synergy score measuring deviation from expected non-interaction effect. Drug 1: CN(C)N=NC1=C(NC=N1)C(=O)N. Drug 2: C1CN(CCN1C(=O)CCBr)C(=O)CCBr. Cell line: U251. Synergy scores: CSS=18.8, Synergy_ZIP=-9.49, Synergy_Bliss=-8.57, Synergy_Loewe=-28.9, Synergy_HSA=-6.70.